Dataset: Peptide-MHC class I binding affinity with 185,985 pairs from IEDB/IMGT. Task: Regression. Given a peptide amino acid sequence and an MHC pseudo amino acid sequence, predict their binding affinity value. This is MHC class I binding data. (1) The peptide sequence is ASDYSQGAF. The MHC is HLA-B44:02 with pseudo-sequence HLA-B44:02. The binding affinity (normalized) is 0.213. (2) The peptide sequence is KVSWRWMVY. The binding affinity (normalized) is 0.851. The MHC is HLA-A03:01 with pseudo-sequence HLA-A03:01. (3) The peptide sequence is YVVIAILTV. The MHC is HLA-A02:01 with pseudo-sequence HLA-A02:01. The binding affinity (normalized) is 0.430.